Dataset: Forward reaction prediction with 1.9M reactions from USPTO patents (1976-2016). Task: Predict the product of the given reaction. (1) Given the reactants C(OC(=O)[NH:7][CH2:8][CH2:9][C:10](=[O:31])[NH:11][C:12]1[CH:13]=[C:14]2[C:19](=[CH:20][CH:21]=1)[N:18]=[CH:17][N:16]=[C:15]2[NH:22][CH:23]([C:25]1[CH:30]=[CH:29][CH:28]=[CH:27][CH:26]=1)[CH3:24])(C)(C)C.FC(F)(F)C(O)=O, predict the reaction product. The product is: [NH2:7][CH2:8][CH2:9][C:10]([NH:11][C:12]1[CH:13]=[C:14]2[C:19](=[CH:20][CH:21]=1)[N:18]=[CH:17][N:16]=[C:15]2[NH:22][CH:23]([C:25]1[CH:26]=[CH:27][CH:28]=[CH:29][CH:30]=1)[CH3:24])=[O:31]. (2) Given the reactants [CH2:1]([N:8]1[C:13](=[O:14])[CH2:12][O:11][CH2:10][CH:9]1[C:15]([OH:17])=O)[C:2]1[CH:7]=[CH:6][CH:5]=[CH:4][CH:3]=1.[CH3:18][O:19][C:20]1[CH:21]=[C:22]([C@H:26]([NH2:28])[CH3:27])[CH:23]=[CH:24][CH:25]=1, predict the reaction product. The product is: [CH2:1]([N:8]1[C:13](=[O:14])[CH2:12][O:11][CH2:10][CH:9]1[C:15]([NH:28][C@@H:26]([C:22]1[CH:23]=[CH:24][CH:25]=[C:20]([O:19][CH3:18])[CH:21]=1)[CH3:27])=[O:17])[C:2]1[CH:3]=[CH:4][CH:5]=[CH:6][CH:7]=1. (3) Given the reactants C[O:2][C:3]1[N:4]=[C:5]2[CH2:13][CH2:12][CH2:11][O:10][C:6]2=[N:7][C:8]=1[CH3:9].I[Si](C)(C)C, predict the reaction product. The product is: [CH3:9][C:8]1[N:7]=[C:6]2[O:10][CH2:11][CH2:12][CH2:13][C:5]2=[N:4][C:3]=1[OH:2]. (4) Given the reactants N1[CH:5]=[CH:4][CH:3]=[CH:2]1.[S:6]([O-])([O-])(=O)=[O:7].[Na+].[Na+], predict the reaction product. The product is: [O:7]1[CH:5]=[CH:4][CH:3]=[CH:2]1.[S:6]1[CH:5]=[CH:4][CH:3]=[CH:2]1. (5) Given the reactants C(Br)(Br)(Br)Br.[CH2:6]([NH:13][CH2:14][C:15]1([CH2:27]O)[CH2:19][CH2:18][CH2:17][N:16]1[C:20]([O:22][C:23]([CH3:26])([CH3:25])[CH3:24])=[O:21])[C:7]1[CH:12]=[CH:11][CH:10]=[CH:9][CH:8]=1.C1(P(C2C=CC=CC=2)C2C=CC=CC=2)C=CC=CC=1.C(N(CC)CC)C, predict the reaction product. The product is: [CH2:6]([N:13]1[CH2:27][C:15]2([CH2:19][CH2:18][CH2:17][N:16]2[C:20]([O:22][C:23]([CH3:26])([CH3:25])[CH3:24])=[O:21])[CH2:14]1)[C:7]1[CH:12]=[CH:11][CH:10]=[CH:9][CH:8]=1. (6) Given the reactants [C:1]([NH:5][S:6]([C:9]1[CH:14]=[CH:13][C:12]([N:15]=[CH:16][C:17]2[CH:22]=[CH:21][C:20]([O:23][CH2:24][CH3:25])=[CH:19][CH:18]=2)=[CH:11][CH:10]=1)(=[O:8])=[O:7])([CH3:4])([CH3:3])[CH3:2].C(NS(C1C=C[C:37]([N:40]=[CH:41]C2C=CC(OC)=C(F)C=2)=CC=1)(=O)=O)(C)(C)C, predict the reaction product. The product is: [C:1]([NH:5][S:6]([C:9]1[CH:10]=[CH:11][C:12]([N:15]2[C:16]([C:17]3[CH:18]=[CH:19][C:20]([O:23][CH2:24][CH3:25])=[CH:21][CH:22]=3)=[CH:41][N:40]=[CH:37]2)=[CH:13][CH:14]=1)(=[O:8])=[O:7])([CH3:4])([CH3:3])[CH3:2].